This data is from NCI-60 drug combinations with 297,098 pairs across 59 cell lines. The task is: Regression. Given two drug SMILES strings and cell line genomic features, predict the synergy score measuring deviation from expected non-interaction effect. (1) Drug 1: CN(CC1=CN=C2C(=N1)C(=NC(=N2)N)N)C3=CC=C(C=C3)C(=O)NC(CCC(=O)O)C(=O)O. Drug 2: CCC1(CC2CC(C3=C(CCN(C2)C1)C4=CC=CC=C4N3)(C5=C(C=C6C(=C5)C78CCN9C7C(C=CC9)(C(C(C8N6C=O)(C(=O)OC)O)OC(=O)C)CC)OC)C(=O)OC)O.OS(=O)(=O)O. Cell line: HCT-15. Synergy scores: CSS=13.5, Synergy_ZIP=3.62, Synergy_Bliss=5.47, Synergy_Loewe=-20.6, Synergy_HSA=-2.40. (2) Drug 1: CC1=CC2C(CCC3(C2CCC3(C(=O)C)OC(=O)C)C)C4(C1=CC(=O)CC4)C. Cell line: SW-620. Drug 2: CC1=C2C(C(=O)C3(C(CC4C(C3C(C(C2(C)C)(CC1OC(=O)C(C(C5=CC=CC=C5)NC(=O)OC(C)(C)C)O)O)OC(=O)C6=CC=CC=C6)(CO4)OC(=O)C)O)C)O. Synergy scores: CSS=50.2, Synergy_ZIP=12.3, Synergy_Bliss=12.2, Synergy_Loewe=-70.4, Synergy_HSA=10.0. (3) Drug 1: CC12CCC3C(C1CCC2O)C(CC4=C3C=CC(=C4)O)CCCCCCCCCS(=O)CCCC(C(F)(F)F)(F)F. Drug 2: C1=NC(=NC(=O)N1C2C(C(C(O2)CO)O)O)N. Cell line: OVCAR-8. Synergy scores: CSS=18.9, Synergy_ZIP=2.68, Synergy_Bliss=1.99, Synergy_Loewe=-9.74, Synergy_HSA=-1.07. (4) Drug 1: CCC1(CC2CC(C3=C(CCN(C2)C1)C4=CC=CC=C4N3)(C5=C(C=C6C(=C5)C78CCN9C7C(C=CC9)(C(C(C8N6C=O)(C(=O)OC)O)OC(=O)C)CC)OC)C(=O)OC)O.OS(=O)(=O)O. Drug 2: CCC(=C(C1=CC=CC=C1)C2=CC=C(C=C2)OCCN(C)C)C3=CC=CC=C3.C(C(=O)O)C(CC(=O)O)(C(=O)O)O. Cell line: LOX IMVI. Synergy scores: CSS=44.0, Synergy_ZIP=-2.66, Synergy_Bliss=-1.55, Synergy_Loewe=-54.8, Synergy_HSA=-0.135.